Task: Regression. Given two drug SMILES strings and cell line genomic features, predict the synergy score measuring deviation from expected non-interaction effect.. Dataset: NCI-60 drug combinations with 297,098 pairs across 59 cell lines Drug 1: CC(C1=C(C=CC(=C1Cl)F)Cl)OC2=C(N=CC(=C2)C3=CN(N=C3)C4CCNCC4)N. Drug 2: COC1=C(C=C2C(=C1)N=CN=C2NC3=CC(=C(C=C3)F)Cl)OCCCN4CCOCC4. Cell line: PC-3. Synergy scores: CSS=37.6, Synergy_ZIP=4.07, Synergy_Bliss=10.2, Synergy_Loewe=11.6, Synergy_HSA=11.8.